From a dataset of Catalyst prediction with 721,799 reactions and 888 catalyst types from USPTO. Predict which catalyst facilitates the given reaction. (1) Reactant: I[C:2]1[CH:8]=[C:7]([CH2:9][CH2:10][CH3:11])[CH:6]=[CH:5][C:3]=1[NH2:4].[CH3:12][O:13][C:14]1[CH:19]=[CH:18][C:17](B(O)O)=[CH:16][CH:15]=1.C([O-])([O-])=O.[K+].[K+]. Product: [CH3:12][O:13][C:14]1[CH:19]=[CH:18][C:17]([C:2]2[C:3]([NH2:4])=[CH:5][CH:6]=[C:7]([CH2:9][CH2:10][CH3:11])[CH:8]=2)=[CH:16][CH:15]=1. The catalyst class is: 108. (2) Reactant: [CH2:1]([O:3][C:4](=[O:23])[C:5]1[CH:10]=[CH:9][C:8]([N:11]2[C:19]3[C:14](=[CH:15][C:16]([OH:20])=[CH:17][CH:18]=3)[C:13]([C:21]#[N:22])=[CH:12]2)=[CH:7][CH:6]=1)[CH3:2].[S:24]1[CH:28]=[CH:27][CH:26]=[C:25]1[CH2:29]O.C1(P(C2C=CC=CC=2)C2C=CC=CC=2)C=CC=CC=1.C(N=C=NC(C)C)(C)C. Product: [CH2:1]([O:3][C:4](=[O:23])[C:5]1[CH:6]=[CH:7][C:8]([N:11]2[C:19]3[C:14](=[CH:15][C:16]([O:20][CH2:29][C:25]4[S:24][CH:28]=[CH:27][CH:26]=4)=[CH:17][CH:18]=3)[C:13]([C:21]#[N:22])=[CH:12]2)=[CH:9][CH:10]=1)[CH3:2]. The catalyst class is: 7. (3) Reactant: CS(O[C@@H:6]1[CH2:10][CH2:9][N:8]([CH2:11][C@@H:12]([N:19]([CH3:31])[C:20](=[O:30])[CH2:21][C:22]2[CH:27]=[CH:26][C:25]([Cl:28])=[C:24]([Cl:29])[CH:23]=2)[C:13]2[CH:18]=[CH:17][CH:16]=[CH:15][CH:14]=2)[CH2:7]1)(=O)=O.[N-:32]=[N+:33]=[N-:34].[Na+]. Product: [N:32]([C@H:6]1[CH2:10][CH2:9][N:8]([CH2:11][C@@H:12]([N:19]([CH3:31])[C:20](=[O:30])[CH2:21][C:22]2[CH:27]=[CH:26][C:25]([Cl:28])=[C:24]([Cl:29])[CH:23]=2)[C:13]2[CH:18]=[CH:17][CH:16]=[CH:15][CH:14]=2)[CH2:7]1)=[N+:33]=[N-:34]. The catalyst class is: 3. (4) Reactant: Cl.Cl.Cl.[NH2:4][C@H:5]1[CH2:10][CH2:9][C@H:8]([CH2:11][CH2:12][N:13]2[CH2:18][CH2:17][N:16]([C:19]3[C:24]([Cl:25])=[C:23]([Cl:26])[N:22]=[C:21]([NH:27][CH3:28])[N:20]=3)[CH2:15][CH2:14]2)[CH2:7][CH2:6]1.C(N(CC)CC)C.[C:36](Cl)(=[O:38])[CH3:37]. Product: [Cl:25][C:24]1[C:19]([N:16]2[CH2:15][CH2:14][N:13]([CH2:12][CH2:11][C@H:8]3[CH2:9][CH2:10][C@H:5]([NH:4][C:36](=[O:38])[CH3:37])[CH2:6][CH2:7]3)[CH2:18][CH2:17]2)=[N:20][C:21]([NH:27][CH3:28])=[N:22][C:23]=1[Cl:26]. The catalyst class is: 4. (5) Product: [OH:59][CH2:58][C@@H:42]1[C@@H:43]([OH:54])[C@H:44]([OH:50])[C@H:45]([OH:46])[C@@H:40]([N:38]2[CH:39]=[C:35]([C:32]3[CH:33]=[CH:34][C:29]([C:27]4[N:26]=[N:25][N:24]([C@@H:8]5[C@@H:9]([OH:20])[C@@H:10]([OH:16])[C@H:11]([OH:12])[C@@H:6]([CH2:5][OH:4])[O:7]5)[CH:28]=4)=[CH:30][CH:31]=3)[N:36]=[N:37]2)[O:41]1. The catalyst class is: 5. Reactant: C([O:4][CH2:5][C@@H:6]1[C@@H:11]([O:12]C(=O)C)[C@H:10]([O:16]C(=O)C)[C@H:9]([O:20]C(=O)C)[C@@H:8]([N:24]2[CH:28]=[C:27]([C:29]3[CH:34]=[CH:33][C:32]([C:35]4[N:36]=[N:37][N:38]([C@@H:40]5[C@@H:45]([O:46]C(=O)C)[C@@H:44]([O:50]C(=O)C)[C@H:43]([O:54]C(=O)C)[C@@H:42]([CH2:58][O:59]C(=O)C)[O:41]5)[CH:39]=4)=[CH:31][CH:30]=3)[N:26]=[N:25]2)[O:7]1)(=O)C.CO[Na].C(O)(=O)C. (6) Reactant: [CH3:1][O:2][C:3]1[C:8]2[O:9][CH2:10][CH2:11][O:12][C:7]=2[C:6]([C:13]2([CH2:23][CH2:24][C:25]([O:27][CH2:28][CH3:29])=[O:26])[CH2:22][CH2:21][C:16]3(OCC[O:17]3)[CH2:15][CH2:14]2)=[CH:5][CH:4]=1.Cl.C(=O)(O)[O-].[Na+]. Product: [CH3:1][O:2][C:3]1[C:8]2[O:9][CH2:10][CH2:11][O:12][C:7]=2[C:6]([C:13]2([CH2:23][CH2:24][C:25]([O:27][CH2:28][CH3:29])=[O:26])[CH2:14][CH2:15][C:16](=[O:17])[CH2:21][CH2:22]2)=[CH:5][CH:4]=1. The catalyst class is: 21. (7) Reactant: [Br:1][C:2]1[CH:7]=[C:6]([C@@H:8]([NH:18][C:19](=[O:25])[O:20]C(C)(C)C)[C@@H:9]([C:11]2[CH:16]=[CH:15][CH:14]=[CH:13][C:12]=2[F:17])O)[C:5]([F:26])=[CH:4][N:3]=1.Cl.C(N(CC)C(C)C)C.C(N1C=CN=C1)(N1C=CN=C1)=O. Product: [Br:1][C:2]1[CH:7]=[C:6]([C@@H:8]2[C@@H:9]([C:11]3[CH:16]=[CH:15][CH:14]=[CH:13][C:12]=3[F:17])[O:20][C:19](=[O:25])[NH:18]2)[C:5]([F:26])=[CH:4][N:3]=1. The catalyst class is: 4. (8) Reactant: CC(O[C:6]([N:8](C)[C@H:9]1[CH2:13][CH2:12][N:11]([C:14]2[C:19]([C:20]([O:22][CH:23]([CH3:25])[CH3:24])=[O:21])=[CH:18][CH:17]=[CH:16][N:15]=2)[CH2:10]1)=O)(C)C.C(O)(C(F)(F)F)=O.C([O-])(O)=O.[Na+]. Product: [CH3:6][NH:8][C@H:9]1[CH2:13][CH2:12][N:11]([C:14]2[C:19]([C:20]([O:22][CH:23]([CH3:25])[CH3:24])=[O:21])=[CH:18][CH:17]=[CH:16][N:15]=2)[CH2:10]1. The catalyst class is: 4. (9) Reactant: [C:1]([CH2:9][C:10]([O:12]CC)=O)(=O)[C:2]1[CH:7]=[CH:6][CH:5]=[CH:4][CH:3]=1.[OH:15][CH2:16][CH2:17][NH:18][NH2:19]. Product: [OH:15][CH2:16][CH2:17][N:18]1[C:10](=[O:12])[CH2:9][C:1]([C:2]2[CH:3]=[CH:4][CH:5]=[CH:6][CH:7]=2)=[N:19]1. The catalyst class is: 11.